From a dataset of Full USPTO retrosynthesis dataset with 1.9M reactions from patents (1976-2016). Predict the reactants needed to synthesize the given product. (1) Given the product [OH:25][N:24]=[C:16]1[CH2:17][CH2:18][N:12]([S:2]([C:5]2[CH:11]=[CH:10][C:8]([CH3:9])=[CH:7][CH:6]=2)(=[O:3])=[O:4])[C:13]2[CH:23]=[CH:22][CH:21]=[CH:20][C:14]=2[C:15]1=[O:19], predict the reactants needed to synthesize it. The reactants are: Cl.[S:2]([N:12]1[CH2:18][CH2:17][CH2:16][C:15](=[O:19])[C:14]2[CH:20]=[CH:21][CH:22]=[CH:23][C:13]1=2)([C:5]1[CH:11]=[CH:10][C:8]([CH3:9])=[CH:7][CH:6]=1)(=[O:4])=[O:3].[N:24](OCCC(C)C)=[O:25]. (2) Given the product [CH3:18][C:16]1([CH3:19])[C:15]2[C:10](=[CH:11][C:12]([NH:20][C:21](=[O:36])[C:22]3[CH:27]=[CH:26][CH:25]=[CH:24][C:23]=3[NH:28][CH2:29][C:30]3[CH:35]=[CH:34][N:33]=[N:32][CH:31]=3)=[CH:13][CH:14]=2)[CH2:9][NH:8][CH2:17]1, predict the reactants needed to synthesize it. The reactants are: C(OC([N:8]1[CH2:17][C:16]([CH3:19])([CH3:18])[C:15]2[C:10](=[CH:11][C:12]([NH:20][C:21](=[O:36])[C:22]3[CH:27]=[CH:26][CH:25]=[CH:24][C:23]=3[N:28]=[CH:29][C:30]3[CH:35]=[CH:34][N:33]=[N:32][CH:31]=3)=[CH:13][CH:14]=2)[CH2:9]1)=O)(C)(C)C.Cl. (3) Given the product [Cl:43][C:26]([Cl:25])([Cl:42])[CH2:27][O:28][C:29]([N:31]1[CH2:39][C:38]2[C:33](=[CH:34][CH:35]=[C:36]([CH2:40][N:4]3[CH:5]=[CH:6][C:7]([O:8][CH2:9][C:10]4[CH:15]=[CH:14][C:13]([F:16])=[CH:12][C:11]=4[F:17])=[C:2]([Cl:1])[C:3]3=[O:18])[CH:37]=2)[CH2:32]1)=[O:30], predict the reactants needed to synthesize it. The reactants are: [Cl:1][C:2]1[C:3](=[O:18])[NH:4][CH:5]=[CH:6][C:7]=1[O:8][CH2:9][C:10]1[CH:15]=[CH:14][C:13]([F:16])=[CH:12][C:11]=1[F:17].C(=O)([O-])[O-].[K+].[K+].[Cl:25][C:26]([Cl:43])([Cl:42])[CH2:27][O:28][C:29]([N:31]1[CH2:39][C:38]2[C:33](=[CH:34][CH:35]=[C:36]([CH2:40]Br)[CH:37]=2)[CH2:32]1)=[O:30]. (4) Given the product [Cl:1][C:2]1[CH:7]=[CH:6][C:5]([C:8]2[CH:13]=[CH:12][CH:11]=[CH:10][CH:9]=2)=[CH:4][C:3]=1[CH2:14][Br:15], predict the reactants needed to synthesize it. The reactants are: [Cl:1][C:2]1[CH:7]=[CH:6][C:5]([C:8]2[CH:13]=[CH:12][CH:11]=[CH:10][CH:9]=2)=[CH:4][C:3]=1[CH3:14].[Br:15]N1C(=O)CCC1=O.N(C(C)(C)C#N)=NC(C)(C)C#N. (5) Given the product [CH3:26][N:27]([CH3:31])[CH2:28][CH2:29][NH:30][C:19]([C:10]1[C:9]2[C:14](=[N:15][C:16]3[C:7]([N:8]=2)=[C:6]2[CH:22]=[CH:23][C:3]([O:2][CH3:1])=[C:4]([O:24][CH3:25])[C:5]2=[CH:18][CH:17]=3)[CH:13]=[CH:12][CH:11]=1)=[O:20], predict the reactants needed to synthesize it. The reactants are: [CH3:1][O:2][C:3]1[CH:23]=[CH:22][C:6]2=[C:7]3[C:16](=[CH:17][CH:18]=[C:5]2[C:4]=1[O:24][CH3:25])[N:15]=[C:14]1[C:9]([C:10]([C:19](O)=[O:20])=[CH:11][CH:12]=[CH:13]1)=[N:8]3.[CH3:26][N:27]([CH3:31])[CH2:28][CH2:29][NH2:30]. (6) The reactants are: [Cl:1][C:2]1[C:3]([CH3:12])=[C:4]([CH3:11])[C:5]2[N:6]([CH:8]=[CH:9][N:10]=2)[N:7]=1.Br[C:14]1[S:18][C:17]2[CH:19]=[CH:20][CH:21]=[CH:22][C:16]=2[CH:15]=1.C(=O)([O-])[O-].[K+].[K+].C1(P(C2C=CC=CC=2)C2C=CC=CC=2)C=CC=CC=1.C([O-])(=O)C.[K+]. Given the product [S:18]1[C:14]([C:8]2[N:6]3[N:7]=[C:2]([Cl:1])[C:3]([CH3:12])=[C:4]([CH3:11])[C:5]3=[N:10][CH:9]=2)=[CH:15][C:16]2[CH:22]=[CH:21][CH:20]=[CH:19][C:17]1=2, predict the reactants needed to synthesize it. (7) Given the product [C:8]([C:12]1[C:17]2[CH2:18][CH:19]([CH2:21][CH2:22][CH2:23][CH2:24][CH2:25][CH2:26][CH2:27][CH3:28])[O:20][C:16]=2[CH:15]=[CH:14][C:13]=1[OH:29])([CH3:11])([CH3:10])[CH3:9], predict the reactants needed to synthesize it. The reactants are: C([SiH](CC)CC)C.[C:8]([C:12]1[C:17]2[CH:18]=[C:19]([CH2:21][CH2:22][CH2:23][CH2:24][CH2:25][CH2:26][CH2:27][CH3:28])[O:20][C:16]=2[CH:15]=[CH:14][C:13]=1[OH:29])([CH3:11])([CH3:10])[CH3:9].FC(F)(F)C(O)=O.